This data is from Catalyst prediction with 721,799 reactions and 888 catalyst types from USPTO. The task is: Predict which catalyst facilitates the given reaction. (1) The catalyst class is: 14. Reactant: [NH2:1][C:2]1[CH:3]=[C:4]2[C:8](=[CH:9][CH:10]=1)[NH:7][CH:6]=[C:5]2[CH:11]1[CH2:16][CH2:15][CH:14]([N:17]([CH3:25])[C:18](=[O:24])[O:19][C:20]([CH3:23])([CH3:22])[CH3:21])[CH2:13][CH2:12]1.I.[S:27]1[CH:31]=[CH:30][CH:29]=[C:28]1[C:32](SC)=[NH:33]. Product: [CH3:25][N:17]([CH:14]1[CH2:13][CH2:12][CH:11]([C:5]2[C:4]3[C:8](=[CH:9][CH:10]=[C:2]([NH:1][C:32]([C:28]4[S:27][CH:31]=[CH:30][CH:29]=4)=[NH:33])[CH:3]=3)[NH:7][CH:6]=2)[CH2:16][CH2:15]1)[C:18](=[O:24])[O:19][C:20]([CH3:21])([CH3:22])[CH3:23]. (2) Reactant: [OH:1][CH2:2][CH2:3][C:4]#[N:5].CCN(CC)CC.[CH3:13][C:14]([Si:17](Cl)([C:24]1[CH:29]=[CH:28][CH:27]=[CH:26][CH:25]=1)[C:18]1[CH:23]=[CH:22][CH:21]=[CH:20][CH:19]=1)([CH3:16])[CH3:15]. Product: [Si:17]([O:1][CH2:2][CH2:3][C:4]#[N:5])([C:14]([CH3:16])([CH3:15])[CH3:13])([C:24]1[CH:25]=[CH:26][CH:27]=[CH:28][CH:29]=1)[C:18]1[CH:23]=[CH:22][CH:21]=[CH:20][CH:19]=1. The catalyst class is: 79. (3) Reactant: [Br:1][C:2]1[CH:7]=[CH:6][C:5]([OH:8])=[C:4]([O:9][C:10]([F:13])([F:12])[F:11])[CH:3]=1.CI.[C:16]([O-])([O-])=O.[K+].[K+]. Product: [Br:1][C:2]1[CH:7]=[CH:6][C:5]([O:8][CH3:16])=[C:4]([O:9][C:10]([F:11])([F:12])[F:13])[CH:3]=1. The catalyst class is: 21. (4) Reactant: [NH2:1][C:2]1[N:7]=[C:6]([C:8]2[CH:15]=[CH:14][C:11]([C:12]#[N:13])=[C:10]([F:16])[CH:9]=2)[CH:5]=[C:4]([N:17]2[CH2:22][CH2:21][CH2:20][C@@H:19]([NH2:23])[CH2:18]2)[N:3]=1.[C:24]([O-:27])(O)=[O:25].[Na+]. Product: [C:8]1([CH2:6][O:27][C:24](=[O:25])[NH:23][C@@H:19]2[CH2:20][CH2:21][CH2:22][N:17]([C:4]3[CH:5]=[C:6]([C:8]4[CH:15]=[CH:14][C:11]([C:12]#[N:13])=[C:10]([F:16])[CH:9]=4)[N:7]=[C:2]([NH2:1])[N:3]=3)[CH2:18]2)[CH:15]=[CH:14][CH:11]=[CH:10][CH:9]=1. The catalyst class is: 20. (5) Reactant: [O:1]1[CH2:6][CH2:5][N:4]([CH2:7][CH2:8][OH:9])[CH2:3][CH2:2]1.C(NC(C)C)(C)C.[I:17][C:18]1[CH:26]=[CH:25][C:21]([C:22](Cl)=[O:23])=[CH:20][CH:19]=1.NCCN(CCN)CCN. Product: [I:17][C:18]1[CH:26]=[CH:25][C:21]([C:22]([O:9][CH2:8][CH2:7][N:4]2[CH2:5][CH2:6][O:1][CH2:2][CH2:3]2)=[O:23])=[CH:20][CH:19]=1. The catalyst class is: 4.